From a dataset of Reaction yield outcomes from USPTO patents with 853,638 reactions. Predict the reaction yield, written as a fraction of the theoretical maximum amount of product (1.0 means a 100% yield; for example, 0.34 means a 34% yield). The reactants are [CH3:1][N:2]1[C:6]([C:7]2[N:12]=[C:11]([C@@H:13]([NH2:17])[CH2:14][CH:15]=[CH2:16])[CH:10]=[CH:9][CH:8]=2)=[C:5]([N+:18]([O-:20])=[O:19])[CH:4]=[N:3]1.Cl.[O:22](C(OC(C)(C)C)=O)[C:23]([O:25][C:26]([CH3:29])([CH3:28])[CH3:27])=O. The catalyst is CO.O1CCOCC1.C(Cl)Cl. The product is [CH3:1][N:2]1[C:6]([C:7]2[N:12]=[C:11]([C@@H:13]([NH:17][C:23](=[O:22])[O:25][C:26]([CH3:29])([CH3:28])[CH3:27])[CH2:14][CH:15]=[CH2:16])[CH:10]=[CH:9][CH:8]=2)=[C:5]([N+:18]([O-:20])=[O:19])[CH:4]=[N:3]1. The yield is 0.330.